This data is from Full USPTO retrosynthesis dataset with 1.9M reactions from patents (1976-2016). The task is: Predict the reactants needed to synthesize the given product. (1) Given the product [Cl:27][C:7]1[CH:8]=[C:9]([O:12][CH2:13][C:14]2[N:15]=[C:16]([C:20]3[CH:25]=[CH:24][CH:23]=[CH:22][C:21]=3[F:26])[O:17][C:18]=2[CH3:19])[CH:10]=[CH:11][C:6]=1[CH2:5][C@H:4]([O:28][CH2:29][CH3:30])[C:3]([OH:31])=[O:2], predict the reactants needed to synthesize it. The reactants are: C[O:2][C:3](=[O:31])[C@@H:4]([O:28][CH2:29][CH3:30])[CH2:5][C:6]1[CH:11]=[CH:10][C:9]([O:12][CH2:13][C:14]2[N:15]=[C:16]([C:20]3[CH:25]=[CH:24][CH:23]=[CH:22][C:21]=3[F:26])[O:17][C:18]=2[CH3:19])=[CH:8][C:7]=1[Cl:27].[Li+].[OH-]. (2) Given the product [Cl:1][C:2]1[CH:19]=[CH:18][C:17]([Cl:20])=[CH:16][C:3]=1[CH2:4][N:5]1[CH2:10][CH2:9][NH:8][C:7]2[N:11]=[CH:12][C:13]([C:23]#[C:22][CH2:21][N:24]3[CH2:25][CH2:26][S:27](=[O:31])(=[O:30])[CH2:28][CH2:29]3)=[CH:14][C:6]1=2, predict the reactants needed to synthesize it. The reactants are: [Cl:1][C:2]1[CH:19]=[CH:18][C:17]([Cl:20])=[CH:16][C:3]=1[CH2:4][N:5]1[CH2:10][CH2:9][NH:8][C:7]2[N:11]=[CH:12][C:13](I)=[CH:14][C:6]1=2.[CH2:21]([N:24]1[CH2:29][CH2:28][S:27](=[O:31])(=[O:30])[CH2:26][CH2:25]1)[C:22]#[CH:23]. (3) Given the product [Cl:1][C:2]1[N:3]=[C:4]([C:36]2[C:35]([O:41][CH3:42])=[CH:34][C:33]([C:43]3[CH:48]=[CH:47][CH:46]=[C:45]([F:49])[CH:44]=3)=[C:32]([Cl:31])[CH:37]=2)[C:5]2[C:10]([CH:11]=1)=[CH:9][C:8]([S:12]([N:15]([C:25]1[CH:29]=[CH:28][O:27][N:26]=1)[CH2:16][C:17]1[CH:18]=[CH:19][C:20]([O:23][CH3:24])=[CH:21][CH:22]=1)(=[O:13])=[O:14])=[CH:7][CH:6]=2, predict the reactants needed to synthesize it. The reactants are: [Cl:1][C:2]1[C:11]2[C:6](=[CH:7][C:8]([S:12]([N:15]([C:25]3[CH:29]=[CH:28][O:27][N:26]=3)[CH2:16][C:17]3[CH:22]=[CH:21][C:20]([O:23][CH3:24])=[CH:19][CH:18]=3)(=[O:14])=[O:13])=[CH:9][CH:10]=2)[CH:5]=[C:4](Cl)[N:3]=1.[Cl:31][C:32]1[CH:37]=[C:36](B(O)O)[C:35]([O:41][CH3:42])=[CH:34][C:33]=1[C:43]1[CH:48]=[CH:47][CH:46]=[C:45]([F:49])[CH:44]=1.C(=O)([O-])[O-].[Na+].[Na+]. (4) The reactants are: Cl[C:2]1[C:7]([CH:8]=[O:9])=[CH:6][N:5]=[C:4]([NH:10][C:11](=[O:13])[CH3:12])[CH:3]=1.[F:14][C:15]1[CH:20]=[C:19]([N+:21]([O-:23])=[O:22])[CH:18]=[CH:17][C:16]=1B1OC(C)(C)C(C)(C)O1.C(=O)([O-])[O-].[Cs+].[Cs+]. Given the product [F:14][C:15]1[CH:20]=[C:19]([N+:21]([O-:23])=[O:22])[CH:18]=[CH:17][C:16]=1[C:2]1[C:7]([CH:8]=[O:9])=[CH:6][N:5]=[C:4]([NH:10][C:11](=[O:13])[CH3:12])[CH:3]=1, predict the reactants needed to synthesize it. (5) The reactants are: [OH:1][C:2]([CH3:7])([CH3:6])[C:3](=O)[CH3:4].[CH:8]([NH2:11])([CH3:10])[CH3:9]. Given the product [CH:8]([N:11]=[C:3]([CH3:4])[C:2]([CH3:7])([OH:1])[CH3:6])([CH3:10])[CH3:9], predict the reactants needed to synthesize it. (6) Given the product [Cl:23][C:17]1[CH:18]=[CH:19][CH:20]=[C:21]([Cl:22])[C:16]=1[C:15]1[S:7][C:8]2[CH:9]=[N:10][CH:11]=[CH:12][C:13]=2[N:14]=1, predict the reactants needed to synthesize it. The reactants are: C(N(C(C)C)C([S:7][C:8]1[CH:9]=[N:10][CH:11]=[CH:12][C:13]=1[NH:14][C:15](=O)[C:16]1[C:21]([Cl:22])=[CH:20][CH:19]=[CH:18][C:17]=1[Cl:23])=S)(C)C.[OH-].[Na+].